Predict the reaction yield, written as a fraction of the theoretical maximum amount of product (1.0 means a 100% yield; for example, 0.34 means a 34% yield). From a dataset of Reaction yield outcomes from USPTO patents with 853,638 reactions. (1) The reactants are [CH2:1]([C@@:4]1([C:20]2[CH:25]=[CH:24][C:23]([F:26])=[CH:22][CH:21]=2)[O:9][C:8](=[O:10])[N:7]([C@H:11]([C:13]2[CH:18]=[CH:17][C:16](Br)=[CH:15][CH:14]=2)[CH3:12])[CH2:6][CH2:5]1)[CH:2]=[CH2:3].[B:27]1([B:27]2[O:31][C:30]([CH3:33])([CH3:32])[C:29]([CH3:35])([CH3:34])[O:28]2)[O:31][C:30]([CH3:33])([CH3:32])[C:29]([CH3:35])([CH3:34])[O:28]1.CC([O-])=O.[K+]. The catalyst is CS(C)=O. The product is [CH2:1]([C@@:4]1([C:20]2[CH:25]=[CH:24][C:23]([F:26])=[CH:22][CH:21]=2)[O:9][C:8](=[O:10])[N:7]([C@H:11]([C:13]2[CH:18]=[CH:17][C:16]([B:27]3[O:31][C:30]([CH3:33])([CH3:32])[C:29]([CH3:35])([CH3:34])[O:28]3)=[CH:15][CH:14]=2)[CH3:12])[CH2:6][CH2:5]1)[CH:2]=[CH2:3]. The yield is 0.870. (2) The reactants are [Cl:1][C:2]1[CH:10]=[C:9]2[C:5]([C:6]([C:12]3[N:13]=[C:14]4[C:20]([C:21]([OH:23])=O)=[CH:19][N:18]([CH2:24][O:25][CH2:26][CH2:27][Si:28]([CH3:31])([CH3:30])[CH3:29])[C:15]4=[N:16][CH:17]=3)=[N:7][N:8]2[CH3:11])=[CH:4][CH:3]=1.Cl.[NH2:33][C@H:34]1[CH2:39][CH2:38][CH2:37][C@H:36]([C:40]([NH2:42])=[O:41])[CH2:35]1.CN(C(ON1N=NC2C=CC=CC1=2)=[N+](C)C)C.F[P-](F)(F)(F)(F)F.C1C=CC2N(O)N=NC=2C=1.C(N(CC)C(C)C)(C)C. The catalyst is CN(C=O)C. The product is [C:40]([C@H:36]1[CH2:37][CH2:38][CH2:39][C@H:34]([NH:33][C:21]([C:20]2[C:14]3[C:15](=[N:16][CH:17]=[C:12]([C:6]4[C:5]5[C:9](=[CH:10][C:2]([Cl:1])=[CH:3][CH:4]=5)[N:8]([CH3:11])[N:7]=4)[N:13]=3)[N:18]([CH2:24][O:25][CH2:26][CH2:27][Si:28]([CH3:30])([CH3:31])[CH3:29])[CH:19]=2)=[O:23])[CH2:35]1)(=[O:41])[NH2:42]. The yield is 0.620. (3) The reactants are [CH3:1][O:2][C:3]1[CH:4]=[CH:5][C:6]2[N:12]3[CH:13]=[N:14][C:15]([C:16](O)=[O:17])=[C:11]3[C@@H:10]3[CH2:19][CH2:20][CH2:21][N:9]3[C:8](=[O:22])[C:7]=2[CH:23]=1.[C:24]([C:31]1NC=CN=1)([C:26]1[NH:27]C=CN=1)=O.C1(N)CC1.C1CCN2C(=NCCC2)CC1. The catalyst is C1(C)C=CC=CC=1. The product is [CH:26]1([NH:27][C:16]([C:15]2[N:14]=[CH:13][N:12]3[C:6]4[CH:5]=[CH:4][C:3]([O:2][CH3:1])=[CH:23][C:7]=4[C:8](=[O:22])[N:9]4[CH2:21][CH2:20][CH2:19][C@H:10]4[C:11]=23)=[O:17])[CH2:24][CH2:31]1. The yield is 0.550. (4) The reactants are [BH4-].[Na+].[F:3][C:4]1[CH:11]=[CH:10][C:9]([S:12][C:13]#N)=[CH:8][C:5]=1[C:6]#[N:7].CI.O. The catalyst is C(O)C. The product is [F:3][C:4]1[CH:11]=[CH:10][C:9]([S:12][CH3:13])=[CH:8][C:5]=1[C:6]#[N:7]. The yield is 0.920. (5) The reactants are [CH3:1][O:2][C:3]1[CH:4]=[CH:5][C:6]2[C:10]([NH:11][C:12]3[CH:17]=[CH:16][C:15](/[CH:18]=[CH:19]/[C:20]([O:22][CH2:23][CH3:24])=[O:21])=[CH:14][CH:13]=3)=[C:9]([C:25]3[CH:30]=[CH:29][C:28]([O:31][CH3:32])=[CH:27][CH:26]=3)[S:8][C:7]=2[CH:33]=1.[H-].[Na+].[CH3:36]I. The catalyst is CN(C=O)C. The product is [CH3:1][O:2][C:3]1[CH:4]=[CH:5][C:6]2[C:10]([N:11]([CH3:36])[C:12]3[CH:17]=[CH:16][C:15](/[CH:18]=[CH:19]/[C:20]([O:22][CH2:23][CH3:24])=[O:21])=[CH:14][CH:13]=3)=[C:9]([C:25]3[CH:26]=[CH:27][C:28]([O:31][CH3:32])=[CH:29][CH:30]=3)[S:8][C:7]=2[CH:33]=1. The yield is 0.360. (6) The yield is 0.980. The catalyst is C(Cl)(Cl)(Cl)Cl. The product is [Br:1][C:2]1[CH:7]=[CH:6][CH:5]=[C:4]([Br:8])[C:3]=1[CH2:9][Br:10]. The reactants are [Br:1][C:2]1[CH:7]=[CH:6][CH:5]=[C:4]([Br:8])[C:3]=1[CH3:9].[Br:10]N1C(=O)CCC1=O.C(OOC(=O)C1C=CC=CC=1)(=O)C1C=CC=CC=1.